Dataset: Forward reaction prediction with 1.9M reactions from USPTO patents (1976-2016). Task: Predict the product of the given reaction. (1) The product is: [OH:13][C:14]1[C:19]([C:20]([F:21])([F:22])[F:23])=[C:18]([OH:24])[CH:17]=[CH:16][C:15]=1[C:32](=[O:37])[CH2:33][CH:34]([CH3:35])[CH3:36]. Given the reactants CS(O)(=O)=O.C([O:13][C:14]1[C:19]([C:20]([F:23])([F:22])[F:21])=[C:18]([O:24]CC2C=CC=CC=2)[CH:17]=[CH:16][C:15]=1[C:32](=[O:37])[CH2:33][CH:34]([CH3:36])[CH3:35])C1C=CC=CC=1, predict the reaction product. (2) Given the reactants [H-].[Na+].[S:3]([CH3:15])[C@@H:4]1[O:12][C@H:11]([CH2:13][OH:14])[C@H:9]([OH:10])[C@H:7]([OH:8])[C@H:5]1[OH:6].[Cl:16][C:17]1[CH:24]=[CH:23][C:20]([CH2:21]Cl)=[CH:19][CH:18]=1.[H][H], predict the reaction product. The product is: [Cl:16][C:17]1[CH:24]=[CH:23][C:20]([CH2:21][O:6][C@@H:5]2[C@@H:7]([O:8][CH2:21][C:20]3[CH:23]=[CH:24][C:17]([Cl:16])=[CH:18][CH:19]=3)[C@@H:9]([O:10][CH2:21][C:20]3[CH:23]=[CH:24][C:17]([Cl:16])=[CH:18][CH:19]=3)[C@@H:11]([CH2:13][O:14][CH2:21][C:20]3[CH:23]=[CH:24][C:17]([Cl:16])=[CH:18][CH:19]=3)[O:12][C@H:4]2[S:3][CH3:15])=[CH:19][CH:18]=1. (3) Given the reactants [B]1OC2C(=CC=CC=2)O1.[CH2:10]([O:12][C:13]#[CH:14])[CH3:11].CCCCCC.Br[C:22]1[C:23]([NH:29][C:30]([CH3:33])([CH3:32])[CH3:31])=[N:24][C:25]([Cl:28])=[N:26][CH:27]=1.[OH-].[Na+], predict the reaction product. The product is: [C:30]([NH:29][C:23]1[C:22](/[CH:14]=[CH:13]/[O:12][CH2:10][CH3:11])=[CH:27][N:26]=[C:25]([Cl:28])[N:24]=1)([CH3:33])([CH3:31])[CH3:32]. (4) Given the reactants [NH2:1][C:2]1[C:7]([NH2:8])=[C:6]([NH:9][C@@H:10]2[C@@H:15]3[CH2:16][C@@H:12]([CH:13]=[CH:14]3)[C@@H:11]2[C:17]([NH2:19])=[O:18])[C:5]([Cl:20])=[CH:4][N:3]=1.[CH3:21][N:22]1[CH2:27][CH2:26][CH:25]([CH:28]=O)[CH2:24][CH2:23]1.Cl.C([O-])(=O)C.[NH4+].C(N(CC)C(C)C)(C)C, predict the reaction product. The product is: [Cl:20][C:5]1[C:6]([NH:9][C@@H:10]2[C@@H:15]3[CH2:16][C@@H:12]([CH:13]=[CH:14]3)[C@@H:11]2[C:17]([NH2:19])=[O:18])=[C:7]2[N:8]=[C:28]([CH:25]3[CH2:26][CH2:27][N:22]([CH3:21])[CH2:23][CH2:24]3)[NH:1][C:2]2=[N:3][CH:4]=1.